Dataset: NCI-60 drug combinations with 297,098 pairs across 59 cell lines. Task: Regression. Given two drug SMILES strings and cell line genomic features, predict the synergy score measuring deviation from expected non-interaction effect. (1) Drug 1: C1=CC(=CC=C1CCCC(=O)O)N(CCCl)CCCl. Drug 2: CC1=C2C(C(=O)C3(C(CC4C(C3C(C(C2(C)C)(CC1OC(=O)C(C(C5=CC=CC=C5)NC(=O)C6=CC=CC=C6)O)O)OC(=O)C7=CC=CC=C7)(CO4)OC(=O)C)O)C)OC(=O)C. Cell line: MCF7. Synergy scores: CSS=40.3, Synergy_ZIP=-5.61, Synergy_Bliss=-6.79, Synergy_Loewe=-2.38, Synergy_HSA=-0.494. (2) Cell line: CCRF-CEM. Synergy scores: CSS=43.5, Synergy_ZIP=-9.93, Synergy_Bliss=-18.2, Synergy_Loewe=0.0275, Synergy_HSA=-9.08. Drug 2: CC1C(C(CC(O1)OC2CC(CC3=C2C(=C4C(=C3O)C(=O)C5=C(C4=O)C(=CC=C5)OC)O)(C(=O)CO)O)N)O.Cl. Drug 1: C1C(C(OC1N2C=NC(=NC2=O)N)CO)O. (3) Drug 1: CC1=C(C(=CC=C1)Cl)NC(=O)C2=CN=C(S2)NC3=CC(=NC(=N3)C)N4CCN(CC4)CCO. Drug 2: CN(CC1=CN=C2C(=N1)C(=NC(=N2)N)N)C3=CC=C(C=C3)C(=O)NC(CCC(=O)O)C(=O)O. Cell line: OVCAR-8. Synergy scores: CSS=53.6, Synergy_ZIP=0.134, Synergy_Bliss=1.47, Synergy_Loewe=-18.8, Synergy_HSA=-0.536. (4) Drug 1: C1=CN(C(=O)N=C1N)C2C(C(C(O2)CO)O)O.Cl. Drug 2: CC1=C(C=C(C=C1)NC(=O)C2=CC=C(C=C2)CN3CCN(CC3)C)NC4=NC=CC(=N4)C5=CN=CC=C5. Cell line: DU-145. Synergy scores: CSS=32.7, Synergy_ZIP=-3.25, Synergy_Bliss=-2.93, Synergy_Loewe=-35.8, Synergy_HSA=-6.74. (5) Drug 1: C1CCN(CC1)CCOC2=CC=C(C=C2)C(=O)C3=C(SC4=C3C=CC(=C4)O)C5=CC=C(C=C5)O. Drug 2: C1=CC(=CC=C1CCCC(=O)O)N(CCCl)CCCl. Cell line: HCC-2998. Synergy scores: CSS=-4.20, Synergy_ZIP=0.412, Synergy_Bliss=-5.46, Synergy_Loewe=-9.24, Synergy_HSA=-9.30. (6) Drug 1: CS(=O)(=O)C1=CC(=C(C=C1)C(=O)NC2=CC(=C(C=C2)Cl)C3=CC=CC=N3)Cl. Drug 2: C#CCC(CC1=CN=C2C(=N1)C(=NC(=N2)N)N)C3=CC=C(C=C3)C(=O)NC(CCC(=O)O)C(=O)O. Cell line: ACHN. Synergy scores: CSS=1.19, Synergy_ZIP=1.39, Synergy_Bliss=0.731, Synergy_Loewe=-5.80, Synergy_HSA=-2.12. (7) Drug 1: C1=CC(=CC=C1CC(C(=O)O)N)N(CCCl)CCCl.Cl. Drug 2: CC1=C2C(C(=O)C3(C(CC4C(C3C(C(C2(C)C)(CC1OC(=O)C(C(C5=CC=CC=C5)NC(=O)C6=CC=CC=C6)O)O)OC(=O)C7=CC=CC=C7)(CO4)OC(=O)C)O)C)OC(=O)C. Cell line: MDA-MB-435. Synergy scores: CSS=34.1, Synergy_ZIP=-0.166, Synergy_Bliss=-3.00, Synergy_Loewe=-27.5, Synergy_HSA=-6.45.